Task: Predict the reactants needed to synthesize the given product.. Dataset: Full USPTO retrosynthesis dataset with 1.9M reactions from patents (1976-2016) (1) The reactants are: [NH2:1][C@H:2]([C:10]([OH:12])=[O:11])[CH2:3][C:4]1[CH:9]=[CH:8][CH:7]=[CH:6][CH:5]=1.C(=O)([O-])[O-].[K+].[K+].[CH2:19](Br)[C:20]1[CH:25]=[CH:24][CH:23]=[CH:22][CH:21]=1.C(=O)([O-])O.[Na+]. Given the product [CH2:19]([N:1]([CH2:3][C:4]1[CH:9]=[CH:8][CH:7]=[CH:6][CH:5]=1)[C@H:2]([C:10]([OH:12])=[O:11])[CH2:3][C:4]1[CH:9]=[CH:8][CH:7]=[CH:6][CH:5]=1)[C:20]1[CH:25]=[CH:24][CH:23]=[CH:22][CH:21]=1, predict the reactants needed to synthesize it. (2) Given the product [NH2:1][C:4]1[CH:5]=[C:6]2[C:10](=[CH:11][CH:12]=1)[NH:9][C:8](=[O:13])[C:7]2=[CH:14][C:15]1[NH:16][CH:17]=[C:18]([C:20]([CH3:27])([CH3:28])[NH:21][C:22]([O:24][CH2:25][CH3:26])=[O:23])[CH:19]=1, predict the reactants needed to synthesize it. The reactants are: [N+:1]([C:4]1[CH:5]=[C:6]2[C:10](=[CH:11][CH:12]=1)[NH:9][C:8](=[O:13])[C:7]2=[CH:14][C:15]1[NH:16][CH:17]=[C:18]([C:20]([CH3:28])([CH3:27])[NH:21][C:22]([O:24][CH2:25][CH3:26])=[O:23])[CH:19]=1)([O-])=O.O.O.[Sn](Cl)Cl. (3) Given the product [CH3:11][O:9][C:8](=[O:10])[CH:4]1[CH2:3][CH:2]([I:1])[CH2:7][CH2:6][NH:5]1, predict the reactants needed to synthesize it. The reactants are: [I:1][CH:2]1[CH2:7][CH2:6][NH:5][CH:4]([C:8]([OH:10])=[O:9])[CH2:3]1.[CH3:11]O. (4) Given the product [ClH:26].[Cl:26][C:1]([C:4]1[C:12]2[C:7](=[CH:8][CH:9]=[C:10]([CH3:13])[CH:11]=2)[N:6]([C:14]2[C:23]3[C:18](=[CH:19][CH:20]=[CH:21][CH:22]=3)[N:17]=[CH:16][CH:15]=2)[CH:5]=1)=[O:2], predict the reactants needed to synthesize it. The reactants are: [C:1]([C:4]1[C:12]2[C:7](=[CH:8][CH:9]=[C:10]([CH3:13])[CH:11]=2)[N:6]([C:14]2[C:23]3[C:18](=[CH:19][CH:20]=[CH:21][CH:22]=3)[N:17]=[CH:16][CH:15]=2)[CH:5]=1)(O)=[O:2].S(Cl)([Cl:26])=O. (5) Given the product [NH:1]([C:13]([CH3:15])=[O:14])[C@H:2]([C:10]([O:12][CH2:16][CH3:17])=[O:11])[CH2:3][C:4]1[CH:9]=[CH:8][CH:7]=[CH:6][CH:5]=1, predict the reactants needed to synthesize it. The reactants are: [NH:1]([C:13]([CH3:15])=[O:14])[C@H:2]([C:10]([OH:12])=[O:11])[CH2:3][C:4]1[CH:9]=[CH:8][CH:7]=[CH:6][CH:5]=1.[CH2:16](O)[CH3:17]. (6) Given the product [CH2:1]([N:5]1[CH2:6][CH2:7][C:8]([CH3:18])([CH3:17])[C:9]([C:26](=[O:29])[CH2:27][CH3:28])=[C:10]1[C:11]1[CH:16]=[CH:15][CH:14]=[CH:13][CH:12]=1)[CH:2]([CH3:4])[CH3:3], predict the reactants needed to synthesize it. The reactants are: [CH2:1]([N:5]1[C:10]([C:11]2[CH:16]=[CH:15][CH:14]=[CH:13][CH:12]=2)=[CH:9][C:8]([CH3:18])([CH3:17])[CH2:7][CH2:6]1)[CH:2]([CH3:4])[CH3:3].C(N(CC)CC)C.[C:26](Cl)(=[O:29])[CH2:27][CH3:28]. (7) The reactants are: CN(C)[CH:3]=[CH:4][C:5](=O)[C:6]([O:10][CH3:11])([O:8][CH3:9])[CH3:7].C(=O)([O-])[O-].[K+].[K+].Cl.[NH2:21][C:22]([NH2:24])=[NH:23]. Given the product [CH3:9][O:8][C:6]([C:5]1[CH:4]=[CH:3][N:21]=[C:22]([NH2:24])[N:23]=1)([O:10][CH3:11])[CH3:7], predict the reactants needed to synthesize it. (8) Given the product [CH3:34][O:33][C:23]1[CH:22]=[C:21]([NH:20][C:13]2[C:14]3[N:15]([CH:17]=[CH:18][N:19]=3)[CH:16]=[C:11]([C:9]3[CH:8]=[N:7][C:3]4[S:4](=[O:35])[CH2:5][CH2:6][NH:1][C:2]=4[CH:10]=3)[N:12]=2)[CH:26]=[CH:25][C:24]=1[N:27]1[CH2:32][CH2:31][O:30][CH2:29][CH2:28]1, predict the reactants needed to synthesize it. The reactants are: [NH:1]1[CH2:6][CH2:5][S:4][C:3]2[N:7]=[CH:8][C:9]([C:11]3[N:12]=[C:13]([NH:20][C:21]4[CH:26]=[CH:25][C:24]([N:27]5[CH2:32][CH2:31][O:30][CH2:29][CH2:28]5)=[C:23]([O:33][CH3:34])[CH:22]=4)[C:14]4[N:15]([CH:17]=[CH:18][N:19]=4)[CH:16]=3)=[CH:10][C:2]1=2.[OH:35]OS([O-])=O.[K+].CO. (9) Given the product [N+:1]([C:13]1[CH:14]=[CH:15][C:16]2[CH2:17][CH2:6][CH2:7][CH2:8][C:9](=[O:10])[C:11]=2[CH:12]=1)([O-:4])=[O:2], predict the reactants needed to synthesize it. The reactants are: [N+:1]([O-:4])([O-])=[O:2].[K+].[CH2:6]1[CH2:17][C:16]2[C:11](=[CH:12][CH:13]=[CH:14][CH:15]=2)[C:9](=[O:10])[CH2:8][CH2:7]1.